This data is from Catalyst prediction with 721,799 reactions and 888 catalyst types from USPTO. The task is: Predict which catalyst facilitates the given reaction. (1) Reactant: [Br:1][C:2]1[CH:3]=[C:4]([CH2:14][N:15]([CH3:23])[C:16](=[O:22])[O:17][C:18]([CH3:21])([CH3:20])[CH3:19])[S:5][C:6]=1SC1C=CC=CC=1.Cl[C:25]1[CH:30]=[CH:29][CH:28]=[C:27](C(OO)=O)[CH:26]=1.[S:35]([O-:39])([O-])(=[O:37])=S.[Na+].[Na+]. Product: [Br:1][C:2]1[CH:3]=[C:4]([CH2:14][N:15]([CH3:23])[C:16](=[O:22])[O:17][C:18]([CH3:19])([CH3:20])[CH3:21])[S:5][C:6]=1[S:35]([C:25]1[CH:26]=[CH:27][CH:28]=[CH:29][CH:30]=1)(=[O:39])=[O:37]. The catalyst class is: 13. (2) Reactant: [Cl:1][C:2]1[CH:3]=[C:4]([CH:8]=[C:9]([O:11][C:12]([F:15])([F:14])[F:13])[CH:10]=1)[C:5](O)=[O:6].B.C1COCC1. Product: [Cl:1][C:2]1[CH:3]=[C:4]([CH:8]=[C:9]([O:11][C:12]([F:13])([F:14])[F:15])[CH:10]=1)[CH2:5][OH:6]. The catalyst class is: 1. (3) Reactant: CCN(C(C)C)C(C)C.[Cl:10][C:11]1[CH:16]=[CH:15][C:14]([C:17]2([NH:20][C:21]3[N:26]=[C:25]([O:27][CH2:28][C:29]([F:32])([F:31])[F:30])[N:24]=[C:23]([NH:33][C:34]4[CH:42]=[CH:41][C:37]([C:38](Cl)=[O:39])=[CH:36][CH:35]=4)[N:22]=3)[CH2:19][CH2:18]2)=[CH:13][CH:12]=1.[N:43]1([C:50](=[NH:52])[NH2:51])[CH2:49][CH2:48][CH2:47][NH:46][CH2:45][CH2:44]1. Product: [Cl:10][C:11]1[CH:12]=[CH:13][C:14]([C:17]2([NH:20][C:21]3[N:26]=[C:25]([O:27][CH2:28][C:29]([F:30])([F:31])[F:32])[N:24]=[C:23]([NH:33][C:34]4[CH:42]=[CH:41][C:37]([C:38]([N:46]5[CH2:47][CH2:48][CH2:49][N:43]([C:50](=[NH:51])[NH2:52])[CH2:44][CH2:45]5)=[O:39])=[CH:36][CH:35]=4)[N:22]=3)[CH2:18][CH2:19]2)=[CH:15][CH:16]=1. The catalyst class is: 1. (4) Reactant: [F:1][C:2]1[CH:9]=[CH:8][C:5]([C:6]#[N:7])=[C:4]([C:10]([F:13])([F:12])[F:11])[CH:3]=1. Product: [F:1][C:2]1[CH:9]=[CH:8][C:5]([CH2:6][NH2:7])=[C:4]([C:10]([F:11])([F:12])[F:13])[CH:3]=1. The catalyst class is: 171. (5) Reactant: I[CH2:2][CH3:3].[OH:4][C:5]1[CH:6]=[C:7]([CH:11]=[CH:12][C:13]=1[N+:14]([O-:16])=[O:15])[C:8]([OH:10])=O.[C:17](=O)([O-])[O-].[K+].[K+].CN([CH:26]=[O:27])C. Product: [CH2:2]([O:4][C:5]1[CH:6]=[C:7]([CH:11]=[CH:12][C:13]=1[N+:14]([O-:16])=[O:15])[C:8]([O:27][CH2:26][CH3:17])=[O:10])[CH3:3]. The catalyst class is: 84. (6) Reactant: [NH2:1][C@@H:2]1[C:8](=[O:9])[NH:7][C:6]2[CH:10]=[CH:11][CH:12]=[CH:13][C:5]=2[CH2:4][CH2:3]1.[CH2:14]([C:21]1[NH:22][C:23]([C:26](O)=[O:27])=[N:24][N:25]=1)[C:15]1[CH:20]=[CH:19][CH:18]=[CH:17][CH:16]=1.CCN(C(C)C)C(C)C.C(P1(=O)OP(=O)(CCC)OP(=O)(CCC)O1)CC. Product: [CH2:14]([C:21]1[NH:22][C:23]([C:26]([NH:1][C@@H:2]2[C:8](=[O:9])[NH:7][C:6]3[CH:10]=[CH:11][CH:12]=[CH:13][C:5]=3[CH2:4][CH2:3]2)=[O:27])=[N:24][N:25]=1)[C:15]1[CH:16]=[CH:17][CH:18]=[CH:19][CH:20]=1. The catalyst class is: 4.